Dataset: Full USPTO retrosynthesis dataset with 1.9M reactions from patents (1976-2016). Task: Predict the reactants needed to synthesize the given product. (1) Given the product [CH3:25][N:26]([CH2:1][C:3]1[S:7]/[C:6](=[N:8]\[CH3:9])/[N:5]([CH3:10])[C:4]=1[CH2:11][N:12]1[CH2:17][CH2:16][N:15]([C:18]([O:20][C:21]([CH3:24])([CH3:23])[CH3:22])=[O:19])[CH2:14][CH2:13]1)[CH3:27], predict the reactants needed to synthesize it. The reactants are: [CH:1]([C:3]1[S:7]/[C:6](=[N:8]\[CH3:9])/[N:5]([CH3:10])[C:4]=1[CH2:11][N:12]1[CH2:17][CH2:16][N:15]([C:18]([O:20][C:21]([CH3:24])([CH3:23])[CH3:22])=[O:19])[CH2:14][CH2:13]1)=O.[CH3:25][NH:26][CH3:27].C(=O)([O-])[O-].[K+].[K+]. (2) Given the product [O:11]=[C:7]1[C:8]2[C:4](=[CH:3][C:2](/[CH:14]=[CH:13]/[C:12]([O:16][CH3:17])=[O:15])=[CH:10][CH:9]=2)[CH2:5][CH2:6]1, predict the reactants needed to synthesize it. The reactants are: Br[C:2]1[CH:3]=[C:4]2[C:8](=[CH:9][CH:10]=1)[C:7](=[O:11])[CH2:6][CH2:5]2.[C:12]([O:16][CH3:17])(=[O:15])[CH:13]=[CH2:14].C1(P(C2C=CC=CC=2)CCCP(C2C=CC=CC=2)C2C=CC=CC=2)C=CC=CC=1. (3) The reactants are: [CH3:1][N:2]([CH2:4][C:5]1[C:13]2[O:12][N:11]=[C:10]([CH2:14][CH2:15][CH:16]3[CH2:21][CH2:20][NH:19][CH2:18][CH2:17]3)[C:9]=2[CH:8]=[CH:7][C:6]=1[O:22][C:23]1[CH:28]=[CH:27][C:26]([F:29])=[CH:25][CH:24]=1)[CH3:3].C1(CO[C:35]2[CH:59]=[CH:58][C:38]3C(CCC4CCN(CC5(CO)CCCC5)CC4)=NO[C:37]=3[C:36]=2[CH2:60]N(C)C)CC1.C(=O)C1C=CC=CC=1. Given the product [CH3:1][N:2]([CH2:4][C:5]1[C:13]2[O:12][N:11]=[C:10]([CH2:14][CH2:15][CH:16]3[CH2:17][CH2:18][N:19]([CH2:60][C:36]4[CH:37]=[CH:38][CH:58]=[CH:59][CH:35]=4)[CH2:20][CH2:21]3)[C:9]=2[CH:8]=[CH:7][C:6]=1[O:22][C:23]1[CH:28]=[CH:27][C:26]([F:29])=[CH:25][CH:24]=1)[CH3:3], predict the reactants needed to synthesize it. (4) The reactants are: Cl[C:2]1[N:3]=[C:4]([N:22]2[CH2:27][CH2:26][O:25][CH2:24][CH2:23]2)[C:5]2[N:10]=[C:9]([CH2:11][N:12]3[CH2:15][CH:14](N4CCOCC4)[CH2:13]3)[S:8][C:6]=2[N:7]=1.[CH3:28][C:29]1[NH:30][C:31]2[CH:37]=[CH:36][CH:35]=[CH:34][C:32]=2[N:33]=1.[CH3:38][CH:39]([C:41]1C=C(C(C)C)C(C2C=CC=CC=2P(C2CCCCC2)C2CCCCC2)=[C:43](C(C)C)[CH:42]=1)C.C([O-])([O-])=[O:73].[Cs+].[Cs+]. Given the product [CH3:28][C:29]1[N:33]([C:2]2[N:3]=[C:4]([N:22]3[CH2:23][CH2:24][O:25][CH2:26][CH2:27]3)[C:5]3[N:10]=[C:9]([CH2:11][N:12]4[CH2:13][CH:14]([CH:41]5[CH2:42][CH2:43][O:73][CH2:38][CH2:39]5)[CH2:15]4)[S:8][C:6]=3[N:7]=2)[C:32]2[CH:34]=[CH:35][CH:36]=[CH:37][C:31]=2[N:30]=1, predict the reactants needed to synthesize it. (5) Given the product [C:22]([N:21]([CH3:32])[CH2:20][CH2:19][N:16]1[C:17]2[C:12](=[N:11][CH:10]=[C:9]([CH2:8][C:5]3[CH:6]=[CH:7][C:2]([F:1])=[CH:3][CH:4]=3)[CH:18]=2)[C:13]([OH:39])=[C:14]([C:34]([O:36][CH2:37][CH3:38])=[O:35])[C:15]1=[O:33])(=[O:24])[CH3:40], predict the reactants needed to synthesize it. The reactants are: [F:1][C:2]1[CH:7]=[CH:6][C:5]([CH2:8][C:9]2[CH:18]=[C:17]3[C:12]([C:13]([OH:39])=[C:14]([C:34]([O:36][CH2:37][CH3:38])=[O:35])[C:15](=[O:33])[N:16]3[CH2:19][CH2:20][N:21]([CH3:32])[C:22]([O:24]CC3C=CC=CC=3)=O)=[N:11][CH:10]=2)=[CH:4][CH:3]=1.[CH:40](N(C(C)C)CC)(C)C.C(OC(=O)C)(=O)C. (6) Given the product [NH:3]1[CH2:4][CH2:5][NH:6][CH2:7][CH2:8][NH:9][CH2:10][CH2:11][NH:12][CH2:1][CH2:2]1, predict the reactants needed to synthesize it. The reactants are: [CH2:1]1[NH:12][CH2:11][CH2:10][NH:9][CH2:8][CH2:7][NH:6][CH2:5][CH2:4][NH:3][CH2:2]1.Cl.Cl.Cl.Cl.C1N2C(=O)N3C4N5C(=O)N(CN6C(N7CN8C(N9CN%10C(N%11CN%12C(N%13CN%14C(N%15CN%16C(N%17CN%18C(N(C5)C5N(C3)C(=O)N(C5%18)CN3C(=O)N(C%16C3%17)CN3C(=O)N(C%14C3%15)CN3C(=O)N(C%12C3%13)CN3C(=O)N(C%10C3%11)CN3C(=O)N(C8C39)CN3C(=O)N1C6C37)=O)=O)=O)=O)=O)=O)=O)C42. (7) Given the product [C@@H:4]12[NH:7][C@@H:1]([CH2:6][CH2:5]1)[CH:2]([C:19]([O:21][CH3:22])=[O:20])[CH:3]2[C:15]([O:17][CH3:18])=[O:16], predict the reactants needed to synthesize it. The reactants are: [C@@H:1]12[N:7](C(OC(C)(C)C)=O)[C@@H:4]([CH2:5][CH2:6]1)[CH:3]([C:15]([O:17][CH3:18])=[O:16])[CH:2]2[C:19]([O:21][CH3:22])=[O:20].Cl.CCOC(C)=O.